From a dataset of hERG Central: cardiac toxicity at 1µM, 10µM, and general inhibition. Predict hERG channel inhibition at various concentrations. (1) Results: hERG_inhib (hERG inhibition (general)): blocker. The compound is Cc1cccc(CN2CCCC(C(=O)c3ccc(C(F)(F)F)cc3)C2)n1. (2) The molecule is CC1CCN(S(=O)(=O)c2ccc3ncn(CC(=O)N(C)Cc4ccccc4)c(=O)c3c2)CC1. Results: hERG_inhib (hERG inhibition (general)): blocker. (3) The molecule is COCCOC(=O)/C(C#N)=C/c1cn(Cc2ccccc2)nc1-c1cccnc1. Results: hERG_inhib (hERG inhibition (general)): blocker. (4) The compound is Cc1[nH]n(-c2ccc([N+](=O)[O-])cc2)c(=O)c1C=NCCN1CCN(C(=O)c2ccccc2F)CC1. Results: hERG_inhib (hERG inhibition (general)): blocker.